From a dataset of Peptide-MHC class I binding affinity with 185,985 pairs from IEDB/IMGT. Regression. Given a peptide amino acid sequence and an MHC pseudo amino acid sequence, predict their binding affinity value. This is MHC class I binding data. (1) The peptide sequence is RQTALFLLK. The MHC is Mamu-B6601 with pseudo-sequence Mamu-B6601. The binding affinity (normalized) is 0.397. (2) The peptide sequence is YLRLYIILA. The binding affinity (normalized) is 0.269. The MHC is HLA-A68:02 with pseudo-sequence HLA-A68:02. (3) The peptide sequence is RRTPRVSWK. The MHC is HLA-A02:01 with pseudo-sequence HLA-A02:01. The binding affinity (normalized) is 0.0847. (4) The peptide sequence is YWMGGTTYF. The MHC is HLA-A23:01 with pseudo-sequence HLA-A23:01. The binding affinity (normalized) is 0.632. (5) The peptide sequence is DPSMLRTTA. The MHC is HLA-A03:01 with pseudo-sequence HLA-A03:01. The binding affinity (normalized) is 0.0847. (6) The peptide sequence is ELADKVTKL. The MHC is HLA-A02:03 with pseudo-sequence HLA-A02:03. The binding affinity (normalized) is 0.562. (7) The MHC is HLA-C15:02 with pseudo-sequence HLA-C15:02. The peptide sequence is YTPEQWWPF. The binding affinity (normalized) is 0.0847. (8) The peptide sequence is KVMVICYAY. The MHC is HLA-B58:01 with pseudo-sequence HLA-B58:01. The binding affinity (normalized) is 0.394. (9) The peptide sequence is ESAERLKAY. The MHC is HLA-B35:01 with pseudo-sequence HLA-B35:01. The binding affinity (normalized) is 0.404.